From a dataset of Peptide-MHC class I binding affinity with 185,985 pairs from IEDB/IMGT. Regression. Given a peptide amino acid sequence and an MHC pseudo amino acid sequence, predict their binding affinity value. This is MHC class I binding data. (1) The peptide sequence is DPWGEVLAW. The MHC is Mamu-B17 with pseudo-sequence Mamu-B17. The binding affinity (normalized) is 0.197. (2) The peptide sequence is ANFKFRDLL. The MHC is H-2-Kb with pseudo-sequence H-2-Kb. The binding affinity (normalized) is 0.985.